This data is from Forward reaction prediction with 1.9M reactions from USPTO patents (1976-2016). The task is: Predict the product of the given reaction. (1) Given the reactants Br[C:2]1[CH:3]=[C:4]([C:12]([NH:14][CH3:15])=[O:13])[CH:5]=[C:6]([C:8]([NH:10][CH3:11])=[O:9])[CH:7]=1.[B:16]1([B:16]2[O:20][C:19]([CH3:22])([CH3:21])[C:18]([CH3:24])([CH3:23])[O:17]2)[O:20][C:19]([CH3:22])([CH3:21])[C:18]([CH3:24])([CH3:23])[O:17]1.C([O-])(=O)C.[K+], predict the reaction product. The product is: [CH3:11][NH:10][C:8]([C:6]1[CH:7]=[C:2]([B:16]2[O:20][C:19]([CH3:22])([CH3:21])[C:18]([CH3:24])([CH3:23])[O:17]2)[CH:3]=[C:4]([C:12]([NH:14][CH3:15])=[O:13])[CH:5]=1)=[O:9]. (2) Given the reactants [OH-].[Li+].[CH2:3]([O:5]/[C:6](=[CH:12]\[C:13]1[CH:14]=[N:15][C:16]([C:19]2[CH:24]=[CH:23][CH:22]=[C:21]([N:25]([CH3:36])[C:26]([NH:28][CH2:29][CH2:30][CH2:31][CH2:32][CH2:33][CH2:34][CH3:35])=[O:27])[CH:20]=2)=[CH:17][CH:18]=1)/[C:7]([O:9]CC)=[O:8])[CH3:4].C(O)(=O)C.O, predict the reaction product. The product is: [CH2:3]([O:5]/[C:6](=[CH:12]\[C:13]1[CH:14]=[N:15][C:16]([C:19]2[CH:24]=[CH:23][CH:22]=[C:21]([N:25]([CH3:36])[C:26]([NH:28][CH2:29][CH2:30][CH2:31][CH2:32][CH2:33][CH2:34][CH3:35])=[O:27])[CH:20]=2)=[CH:17][CH:18]=1)/[C:7]([OH:9])=[O:8])[CH3:4]. (3) Given the reactants [CH2:1]([NH:3][C:4]([NH:6][C:7]1[CH:12]=[CH:11][C:10]([C:13]2[N:14]=[C:15]([N:22]3[CH2:27][CH2:26][O:25][CH2:24][CH2:23]3)[C:16]3[CH2:21][NH:20][CH2:19][C:17]=3[N:18]=2)=[CH:9][CH:8]=1)=[O:5])[CH3:2].[C:28](Cl)(=[O:35])[C:29]1[CH:34]=[CH:33][CH:32]=[CH:31][CH:30]=1, predict the reaction product. The product is: [C:28]([N:20]1[CH2:21][C:16]2[C:15]([N:22]3[CH2:23][CH2:24][O:25][CH2:26][CH2:27]3)=[N:14][C:13]([C:10]3[CH:11]=[CH:12][C:7]([NH:6][C:4]([NH:3][CH2:1][CH3:2])=[O:5])=[CH:8][CH:9]=3)=[N:18][C:17]=2[CH2:19]1)(=[O:35])[C:29]1[CH:34]=[CH:33][CH:32]=[CH:31][CH:30]=1. (4) Given the reactants [F:1][C:2]1[CH:7]=[C:6]([I:8])[CH:5]=[CH:4][C:3]=1[NH:9][C:10]1[N:15]([CH3:16])[C:14](=[O:17])[N:13]([CH3:18])[C:12](=[O:19])[C:11]=1[C:20](OC1C=CC=CC=1)=[O:21].[CH3:29][C:30]1[O:34][N:33]=[C:32](C(Cl)=O)[CH:31]=1, predict the reaction product. The product is: [F:1][C:2]1[CH:7]=[C:6]([I:8])[CH:5]=[CH:4][C:3]=1[NH:9][C:10]1[N:15]([CH3:16])[C:14](=[O:17])[N:13]([CH3:18])[C:12](=[O:19])[C:11]=1[C:20]([C:32]1[CH:31]=[C:30]([CH3:29])[O:34][N:33]=1)=[O:21].